This data is from Full USPTO retrosynthesis dataset with 1.9M reactions from patents (1976-2016). The task is: Predict the reactants needed to synthesize the given product. (1) Given the product [F:76][C:70]1[C:71]([F:75])=[CH:72][CH:73]=[CH:74][C:69]=1[CH2:68][S:67][C:62]1[N:61]=[C:60]([O:59][C@H:57]([CH3:58])[C:56]([O:55][CH2:53][CH3:54])=[O:77])[CH:65]=[C:64]([NH:12][S:9]([N:6]2[CH2:5][CH2:4][N:3]([CH2:1][CH3:2])[CH2:8][CH2:7]2)(=[O:10])=[O:11])[N:63]=1, predict the reactants needed to synthesize it. The reactants are: [CH2:1]([N:3]1[CH2:8][CH2:7][N:6]([S:9]([NH2:12])(=[O:11])=[O:10])[CH2:5][CH2:4]1)[CH3:2].C1(P(C2CCCCC2)C2C=CC=CC=2C2C(C(C)C)=CC(C(C)C)=CC=2C(C)C)CCCCC1.C(=O)([O-])[O-].[Cs+].[Cs+].[CH2:53]([O:55][C:56](=[O:77])[C@H:57]([O:59][C:60]1[CH:65]=[C:64](Cl)[N:63]=[C:62]([S:67][CH2:68][C:69]2[CH:74]=[CH:73][CH:72]=[C:71]([F:75])[C:70]=2[F:76])[N:61]=1)[CH3:58])[CH3:54]. (2) Given the product [Br:1][C:2]1[CH:7]=[CH:6][N:5]=[C:4]2[N:8]([CH3:24])[CH:9]=[C:10]([C:11]3[CH:19]=[C:18]4[C:14]([CH2:15][CH2:16][N:17]4[CH2:20][CH2:21][OH:22])=[CH:13][C:12]=3[F:23])[C:3]=12, predict the reactants needed to synthesize it. The reactants are: [Br:1][C:2]1[CH:7]=[CH:6][N:5]=[C:4]2[N:8]([CH3:24])[CH:9]=[C:10]([C:11]3[CH:19]=[C:18]4[C:14]([CH:15]=[CH:16][N:17]4[CH2:20][CH2:21][OH:22])=[CH:13][C:12]=3[F:23])[C:3]=12.C([BH3-])#N.[Na+]. (3) Given the product [CH:51]1([CH2:58][CH2:59][NH:60][C:61](=[O:72])[C@H:62]([CH3:71])[C@H:63]([C@@H:64]2[CH2:68][CH2:67][CH2:66][N:65]2[C:29](=[O:30])[CH2:28][C@@H:27]([O:43][CH3:44])[C@@H:26]([N:25]([CH3:49])[C:23](=[O:24])[C@H:19]([CH:20]([CH3:22])[CH3:21])[NH:18][C:16]([O:15][CH2:14][CH:12]2[C:13]3[CH:1]=[CH:2][CH:3]=[CH:4][C:5]=3[C:6]3[C:11]2=[CH:10][CH:9]=[CH:8][CH:7]=3)=[O:17])[C@@H:45]([CH3:48])[CH2:46][CH3:47])[O:69][CH3:70])[CH:52]=[CH:53][CH:54]=[CH:55][CH:56]=[CH:57]1, predict the reactants needed to synthesize it. The reactants are: [CH:1]1[C:13]2[CH:12]([CH2:14][O:15][C:16]([NH:18][C@H:19]([C:23]([N:25]([CH3:49])[C@@H:26]([C@@H:45]([CH3:48])[CH2:46][CH3:47])[C@H:27]([O:43][CH3:44])[CH2:28][C:29](OC3C(F)=C(F)C(F)=C(F)C=3F)=[O:30])=[O:24])[CH:20]([CH3:22])[CH3:21])=[O:17])[C:11]3[C:6](=[CH:7][CH:8]=[CH:9][CH:10]=3)[C:5]=2[CH:4]=[CH:3][CH:2]=1.Cl.[CH:51]1([CH2:58][CH2:59][NH:60][C:61](=[O:72])[C@H:62]([CH3:71])[C@@H:63]([O:69][CH3:70])[C@@H:64]2[CH2:68][CH2:67][CH2:66][NH:65]2)[CH:57]=[CH:56][CH:55]=[CH:54][CH:53]=[CH:52]1.C(N(CC)C(C)C)(C)C. (4) Given the product [CH3:10][N:11]([CH3:16])/[CH:12]=[C:13](\[CH2:19][N:7]1[CH2:8][CH2:9][N:4]([CH:1]([CH3:3])[CH3:2])[CH2:5][CH2:6]1)/[CH:14]=[O:15], predict the reactants needed to synthesize it. The reactants are: [CH:1]([N:4]1[CH2:9][CH2:8][NH:7][CH2:6][CH2:5]1)([CH3:3])[CH3:2].[CH3:10][N:11]([CH3:16])[CH:12]=[CH:13][CH:14]=[O:15].C=O.[C:19](O)(=O)C.